Dataset: Full USPTO retrosynthesis dataset with 1.9M reactions from patents (1976-2016). Task: Predict the reactants needed to synthesize the given product. (1) Given the product [CH:35]1([CH:51]([NH:50][C:23]([C:15]2[C:16]3[O:20][C:19]([CH3:21])([CH3:22])[CH2:18][C:17]=3[C:11]3[NH:10][C:9]([NH:8][C:7]4[C:6]([Cl:26])=[CH:5][N:4]=[CH:3][C:2]=4[Cl:1])=[N:13][C:12]=3[CH:14]=2)=[O:24])[CH3:52])[CH2:36][CH2:37][CH2:38][CH2:39][CH2:40]1, predict the reactants needed to synthesize it. The reactants are: [Cl:1][C:2]1[CH:3]=[N:4][CH:5]=[C:6]([Cl:26])[C:7]=1[NH:8][C:9]1[NH:10][C:11]2[C:17]3[CH2:18][C:19]([CH3:22])([CH3:21])[O:20][C:16]=3[C:15]([C:23](O)=[O:24])=[CH:14][C:12]=2[N:13]=1.F[B-](F)(F)F.N1(OC(N(C)C)=[N+](C)C)[C:36]2[CH:37]=[CH:38][CH:39]=[CH:40][C:35]=2N=N1.C[N:50]1CCO[CH2:52][CH2:51]1.CN(C=O)C. (2) Given the product [Br:8][C:7]1[CH:6]=[CH:5][C:4]([NH:9][C:10](=[O:22])[C:11]2[CH:16]=[CH:15][CH:14]=[C:13]([C:17]([C:20]#[N:21])([CH3:18])[CH3:19])[CH:12]=2)=[CH:3][C:2]=1[NH:1][C:32]([C:30]1[S:29][C:25]2=[N:26][CH:27]=[CH:28][N:23]=[C:24]2[CH:31]=1)=[O:33], predict the reactants needed to synthesize it. The reactants are: [NH2:1][C:2]1[CH:3]=[C:4]([NH:9][C:10](=[O:22])[C:11]2[CH:16]=[CH:15][CH:14]=[C:13]([C:17]([C:20]#[N:21])([CH3:19])[CH3:18])[CH:12]=2)[CH:5]=[CH:6][C:7]=1[Br:8].[N:23]1[CH:28]=[CH:27][N:26]=[C:25]2[S:29][C:30]([C:32](Cl)=[O:33])=[CH:31][C:24]=12. (3) Given the product [Cl:2][C:1]([Cl:5])=[C:33]([C:27]1[CH:28]=[CH:29][C:30]([F:32])=[CH:31][C:26]=1[F:25])[C:34]([O:36][CH2:37][CH3:38])=[O:35], predict the reactants needed to synthesize it. The reactants are: [C:1]([Cl:5])(Cl)(Cl)[Cl:2].C1(P(C2C=CC=CC=2)C2C=CC=CC=2)C=CC=CC=1.[F:25][C:26]1[CH:31]=[C:30]([F:32])[CH:29]=[CH:28][C:27]=1[C:33](=O)[C:34]([O:36][CH2:37][CH3:38])=[O:35].